This data is from Full USPTO retrosynthesis dataset with 1.9M reactions from patents (1976-2016). The task is: Predict the reactants needed to synthesize the given product. (1) Given the product [NH2:1][C:2]1[C:11]2[C:6](=[CH:7][C:8]([C:23]3[CH:24]=[CH:25][C:20]([S:17]([CH3:16])(=[O:19])=[O:18])=[CH:21][CH:22]=3)=[CH:9][CH:10]=2)[N:5]=[N:4][C:3]=1[C:13]([NH2:15])=[O:14], predict the reactants needed to synthesize it. The reactants are: [NH2:1][C:2]1[C:11]2[C:6](=[CH:7][C:8](Cl)=[CH:9][CH:10]=2)[N:5]=[N:4][C:3]=1[C:13]([NH2:15])=[O:14].[CH3:16][S:17]([C:20]1[CH:25]=[CH:24][C:23](B(O)O)=[CH:22][CH:21]=1)(=[O:19])=[O:18].C([O-])([O-])=O.[Cs+].[Cs+]. (2) Given the product [CH3:38][C:32]1[CH:33]=[CH:34][CH:35]=[C:36]([CH3:37])[C:31]=1[C:30]([N:27]1[CH2:28][CH2:29][C:24]([CH3:40])([N:21]2[CH2:20][CH2:19][CH:18]([N:11]([CH2:10][C:7]3[CH:6]=[CH:5][C:4]([C:3]([OH:41])=[O:2])=[CH:9][CH:8]=3)[C:12]3[CH:17]=[CH:16][CH:15]=[CH:14][CH:13]=3)[CH2:23][CH2:22]2)[CH2:25][CH2:26]1)=[O:39], predict the reactants needed to synthesize it. The reactants are: C[O:2][C:3](=[O:41])[C:4]1[CH:9]=[CH:8][C:7]([CH2:10][N:11]([CH:18]2[CH2:23][CH2:22][N:21]([C:24]3([CH3:40])[CH2:29][CH2:28][N:27]([C:30](=[O:39])[C:31]4[C:36]([CH3:37])=[CH:35][CH:34]=[CH:33][C:32]=4[CH3:38])[CH2:26][CH2:25]3)[CH2:20][CH2:19]2)[C:12]2[CH:17]=[CH:16][CH:15]=[CH:14][CH:13]=2)=[CH:6][CH:5]=1.[Li+].[OH-].Cl.C([O-])(O)=O.[Na+]. (3) The reactants are: [CH2:1]([N:6]1[C:10]2=[N:11][CH:12]=[CH:13][CH:14]=[C:9]2[C:8](=[O:15])[C:7]1=[O:16])[CH2:2][CH2:3][CH2:4][CH3:5].[CH2:17]1[O:25][C:24]2[CH:23]=[CH:22][C:21](Br)=[CH:20][C:19]=2[O:18]1. Given the product [O:18]1[C:19]2[CH:20]=[CH:21][C:22]([C:8]3([OH:15])[C:9]4[C:10](=[N:11][CH:12]=[CH:13][CH:14]=4)[N:6]([CH2:1][CH2:2][CH2:3][CH2:4][CH3:5])[C:7]3=[O:16])=[CH:23][C:24]=2[O:25][CH2:17]1, predict the reactants needed to synthesize it. (4) Given the product [CH2:15]([N:14]([CH2:18][CH2:19][CH3:20])[C:12]([C:10]1[CH:9]=[C:4]([CH:3]=[C:2]([C:26]#[C:25][Si:22]([CH3:24])([CH3:23])[CH3:21])[CH:11]=1)[C:5]([O:7][CH3:8])=[O:6])=[O:13])[CH2:16][CH3:17], predict the reactants needed to synthesize it. The reactants are: Br[C:2]1[CH:3]=[C:4]([CH:9]=[C:10]([C:12]([N:14]([CH2:18][CH2:19][CH3:20])[CH2:15][CH2:16][CH3:17])=[O:13])[CH:11]=1)[C:5]([O:7][CH3:8])=[O:6].[CH3:21][Si:22]([C:25]#[CH:26])([CH3:24])[CH3:23]. (5) The reactants are: [OH:1][C:2]1[C:11](=[O:12])[C:10]2[C:5](=[CH:6][C:7]([I:13])=[CH:8][CH:9]=2)[O:4][C:3]=1[C:14]1[CH:19]=[C:18]([O:20][CH3:21])[C:17]([O:22][CH2:23][C:24]2[CH:29]=[CH:28][CH:27]=[CH:26][CH:25]=2)=[C:16]([O:30][CH3:31])[CH:15]=1.C(=O)([O-])[O-].[K+].[K+].[I-].[K+].[CH2:40](Cl)[C:41]1[CH:46]=[CH:45][CH:44]=[CH:43][CH:42]=1. Given the product [CH2:40]([O:1][C:2]1[C:11](=[O:12])[C:10]2[C:5](=[CH:6][C:7]([I:13])=[CH:8][CH:9]=2)[O:4][C:3]=1[C:14]1[CH:15]=[C:16]([O:30][CH3:31])[C:17]([O:22][CH2:23][C:24]2[CH:25]=[CH:26][CH:27]=[CH:28][CH:29]=2)=[C:18]([O:20][CH3:21])[CH:19]=1)[C:41]1[CH:46]=[CH:45][CH:44]=[CH:43][CH:42]=1, predict the reactants needed to synthesize it. (6) The reactants are: [CH3:1][N:2]1[CH2:7][CH2:6][N:5]([C:8]2[CH:13]=[CH:12][C:11]([N+:14]([O-])=O)=[CH:10][CH:9]=2)[CH2:4][C@H:3]1[CH2:17][OH:18]. Given the product [NH2:14][C:11]1[CH:10]=[CH:9][C:8]([N:5]2[CH2:6][CH2:7][N:2]([CH3:1])[C@H:3]([CH2:17][OH:18])[CH2:4]2)=[CH:13][CH:12]=1, predict the reactants needed to synthesize it. (7) Given the product [C:1]([O:5][C@@H:6]([C:12]1[C:13]([CH3:32])=[N:14][C:15]2[N:16]([N:26]=[C:27]([C:29](=[O:30])[NH:37][CH2:36][CH2:35][C:34]([CH3:39])([CH3:38])[CH3:33])[CH:28]=2)[C:17]=1[C:18]1[CH2:23][CH2:22][C:21]([CH3:24])([CH3:25])[CH2:20][CH:19]=1)[C:7]([OH:9])=[O:8])([CH3:4])([CH3:2])[CH3:3], predict the reactants needed to synthesize it. The reactants are: [C:1]([O:5][C@@H:6]([C:12]1[C:13]([CH3:32])=[N:14][C:15]2[N:16]([N:26]=[C:27]([C:29](O)=[O:30])[CH:28]=2)[C:17]=1[C:18]1[CH2:23][CH2:22][C:21]([CH3:25])([CH3:24])[CH2:20][CH:19]=1)[C:7]([O:9]CC)=[O:8])([CH3:4])([CH3:3])[CH3:2].[CH3:33][C:34]([CH3:39])([CH3:38])[CH2:35][CH2:36][NH2:37].CCN(C(C)C)C(C)C.CN(C(ON1N=NC2C=CC=NC1=2)=[N+](C)C)C.F[P-](F)(F)(F)(F)F.[OH-].[Na+].